The task is: Predict the reactants needed to synthesize the given product.. This data is from Full USPTO retrosynthesis dataset with 1.9M reactions from patents (1976-2016). (1) The reactants are: Cl[C:2]1[CH:7]=[CH:6][N:5]=[C:4]([CH3:8])[CH:3]=1.[F:9][C:10]1[CH:15]=[CH:14][C:13](B(O)O)=[CH:12][CH:11]=1. Given the product [F:9][C:10]1[CH:15]=[CH:14][C:13]([C:2]2[CH:7]=[CH:6][N:5]=[C:4]([CH3:8])[CH:3]=2)=[CH:12][CH:11]=1, predict the reactants needed to synthesize it. (2) Given the product [Cl:20][C:21]1[CH:26]=[CH:25][C:24]([C:27]2[CH:28]=[C:29]([F:35])[C:30]([C:33]#[C:34][C:2]3[CH:7]=[CH:6][C:5](/[CH:8]=[C:9](\[CH3:19])/[CH2:10][N:11]4[CH2:16][CH2:15][C:14]([CH3:18])([OH:17])[CH2:13][CH2:12]4)=[CH:4][CH:3]=3)=[N:31][CH:32]=2)=[CH:23][CH:22]=1, predict the reactants needed to synthesize it. The reactants are: I[C:2]1[CH:7]=[CH:6][C:5](/[CH:8]=[C:9](\[CH3:19])/[CH2:10][N:11]2[CH2:16][CH2:15][C:14]([CH3:18])([OH:17])[CH2:13][CH2:12]2)=[CH:4][CH:3]=1.[Cl:20][C:21]1[CH:26]=[CH:25][C:24]([C:27]2[CH:28]=[C:29]([F:35])[C:30]([C:33]#[CH:34])=[N:31][CH:32]=2)=[CH:23][CH:22]=1. (3) Given the product [CH3:1][O:2][C:3]1[C:12]2[C:7](=[CH:8][CH:9]=[CH:10][CH:11]=2)[C:6]([O:13][CH3:14])=[C:5]([S:15][CH3:16])[C:4]=1/[CH:17]=[C:18](\[CH3:24])/[C:19]([OH:21])=[O:20], predict the reactants needed to synthesize it. The reactants are: [CH3:1][O:2][C:3]1[C:12]2[C:7](=[CH:8][CH:9]=[CH:10][CH:11]=2)[C:6]([O:13][CH3:14])=[C:5]([S:15][CH3:16])[C:4]=1/[CH:17]=[C:18](\[CH3:24])/[C:19]([O:21]CC)=[O:20].COC1C2C(=CC=CC=2)C(OC)=CC=1/C=C(\C)/C(O)=O.